Dataset: Reaction yield outcomes from USPTO patents with 853,638 reactions. Task: Predict the reaction yield, written as a fraction of the theoretical maximum amount of product (1.0 means a 100% yield; for example, 0.34 means a 34% yield). (1) The yield is 0.550. The catalyst is C(O)C. The product is [Cl:30][C:27]1[CH:26]=[C:20]2[C:19]([CH2:18][N:1]([C:2]3[CH:3]=[CH:4][C:5]([CH:8]([CH3:16])[C:9]([O:11][C:12]([CH3:15])([CH3:14])[CH3:13])=[O:10])=[CH:6][CH:7]=3)[C:21]2=[O:22])=[CH:29][CH:28]=1. The reactants are [NH2:1][C:2]1[CH:7]=[CH:6][C:5]([CH:8]([CH3:16])[C:9]([O:11][C:12]([CH3:15])([CH3:14])[CH3:13])=[O:10])=[CH:4][CH:3]=1.Br[CH2:18][C:19]1[CH:29]=[CH:28][C:27]([Cl:30])=[CH:26][C:20]=1[C:21](OCC)=[O:22].C(N(CC)C(C)C)(C)C. (2) The reactants are [F:1][C:2]1[CH:3]=[C:4]([CH:24]=[C:25]([F:33])[C:26]=1[C:27]([CH3:32])([CH3:31])[CH2:28][O:29][CH3:30])[N:5](CC1C=CC(OC)=CC=1)CC1C=CC(OC)=CC=1. The product is [F:1][C:2]1[CH:3]=[C:4]([CH:24]=[C:25]([F:33])[C:26]=1[C:27]([CH3:31])([CH3:32])[CH2:28][O:29][CH3:30])[NH2:5]. The catalyst is C(O)(C(F)(F)F)=O. The yield is 0.990. (3) The reactants are [NH2:1][C@@H:2]1[C:10]2[C:5](=[C:6]([C:11]3[N:15]=[C:14]([C:16]4[CH:17]=[CH:18][C:19]([O:24][CH:25]([CH3:27])[CH3:26])=[C:20]([CH:23]=4)[C:21]#[N:22])[O:13][N:12]=3)[CH:7]=[CH:8][CH:9]=2)[CH2:4][CH2:3]1.[OH:28][C@@H:29]([C@H:32]([OH:37])[C@H:33]([OH:36])[CH2:34]O)[CH:30]=[O:31].[BH4-].[Na+]. The catalyst is CO.C(O)(=O)C. The product is [CH:25]([O:24][C:19]1[CH:18]=[CH:17][C:16]([C:14]2[O:13][N:12]=[C:11]([C:6]3[CH:7]=[CH:8][CH:9]=[C:10]4[C:5]=3[CH2:4][CH2:3][C@@H:2]4[NH:1][CH2:34][C@H:33]([OH:36])[C@@H:32]([OH:37])[C@H:29]([OH:28])[CH2:30][OH:31])[N:15]=2)=[CH:23][C:20]=1[C:21]#[N:22])([CH3:27])[CH3:26]. The yield is 0.250. (4) The reactants are S(Cl)(Cl)=O.O[C@@H:6]([CH2:10][C:11]1[CH:16]=[CH:15][CH:14]=[CH:13][CH:12]=1)[C:7]([OH:9])=[O:8].CN(C)C=O.[ClH:22]. The catalyst is C1(C)C=CC=CC=1.O. The product is [Cl:22][C@H:6]([CH2:10][C:11]1[CH:16]=[CH:15][CH:14]=[CH:13][CH:12]=1)[C:7]([OH:9])=[O:8]. The yield is 0.950. (5) The reactants are FC(F)(F)S(O[C:7]1[CH:12]=[CH:11][N:10]2[N:13]=[C:14]([CH3:38])[C:15]([C:16]3[S:17][C:18]([C:27]4[N:31]=[CH:30][N:29]([CH:32]5[CH2:37][CH2:36][CH2:35][CH2:34][O:33]5)[N:28]=4)=[C:19]([C:21]4[CH:26]=[CH:25][CH:24]=[CH:23][CH:22]=4)[N:20]=3)=[C:9]2[CH:8]=1)(=O)=O.[NH:41]1[CH2:46][CH2:45][O:44][CH2:43][CH2:42]1.C1C=CC(P(C2C=CC3C(=CC=CC=3)C=2C2C3C(=CC=CC=3)C=CC=2P(C2C=CC=CC=2)C2C=CC=CC=2)C2C=CC=CC=2)=CC=1.C(=O)([O-])[O-].[Cs+].[Cs+]. The catalyst is C1(C)C=CC=CC=1.C1C=CC(/C=C/C(/C=C/C2C=CC=CC=2)=O)=CC=1.C1C=CC(/C=C/C(/C=C/C2C=CC=CC=2)=O)=CC=1.C1C=CC(/C=C/C(/C=C/C2C=CC=CC=2)=O)=CC=1.[Pd].[Pd].O. The product is [CH3:38][C:14]1[C:15]([C:16]2[S:17][C:18]([C:27]3[N:31]=[CH:30][N:29]([CH:32]4[CH2:37][CH2:36][CH2:35][CH2:34][O:33]4)[N:28]=3)=[C:19]([C:21]3[CH:26]=[CH:25][CH:24]=[CH:23][CH:22]=3)[N:20]=2)=[C:9]2[CH:8]=[C:7]([N:41]3[CH2:46][CH2:45][O:44][CH2:43][CH2:42]3)[CH:12]=[CH:11][N:10]2[N:13]=1. The yield is 0.560. (6) The reactants are [CH:1]1([C:4]([C:6]2[S:7][CH:8]=[CH:9][CH:10]=2)=O)[CH2:3][CH2:2]1.[BH3-]C#[N:13].[Na+]. The catalyst is CO. The product is [CH:1]1([CH:4]([C:6]2[S:7][CH:8]=[CH:9][CH:10]=2)[NH2:13])[CH2:3][CH2:2]1. The yield is 0.420. (7) The reactants are [NH2:1][C:2]1[CH:3]=[C:4]2[C:8](=[CH:9][CH:10]=1)[CH2:7][CH2:6][CH2:5]2.[CH3:11][O:12][CH2:13][C:14](Cl)=[O:15].N1C=CC=CC=1. The catalyst is CN(C=O)C. The product is [CH3:11][O:12][CH2:13][C:14]([NH:1][C:2]1[CH:3]=[C:4]2[C:8](=[CH:9][CH:10]=1)[CH2:7][CH2:6][CH2:5]2)=[O:15]. The yield is 0.830.